Dataset: Forward reaction prediction with 1.9M reactions from USPTO patents (1976-2016). Task: Predict the product of the given reaction. (1) Given the reactants Br[C:2]1[C:11]2[C:6](=[CH:7][C:8]([F:13])=[CH:9][C:10]=2[F:12])[N:5]=[C:4]([N:14]2[CH2:19][CH2:18][CH2:17]C[C:15]2=[O:20])[C:3]=1[CH3:21].[CH3:22][O:23][C:24]1[N:29]=[CH:28][C:27]([C:30]2[CH:31]=[N:32][C:33]([N:37]3[CH2:42][CH2:41][O:40][CH2:39][CH2:38]3)=[CH:34][C:35]=2[NH2:36])=[CH:26][CH:25]=1, predict the reaction product. The product is: [F:12][C:10]1[CH:9]=[C:8]([F:13])[CH:7]=[C:6]2[C:11]=1[C:2]([NH:36][C:35]1[CH:34]=[C:33]([N:37]3[CH2:42][CH2:41][O:40][CH2:39][CH2:38]3)[N:32]=[CH:31][C:30]=1[C:27]1[CH:28]=[N:29][C:24]([O:23][CH3:22])=[CH:25][CH:26]=1)=[C:3]([CH3:21])[C:4]([N:14]1[CH2:19][CH2:18][CH2:17][C:15]1=[O:20])=[N:5]2. (2) The product is: [Br:1][C:2]1[CH:3]=[CH:4][C:5]2[N:15]([CH2:16][CH:17]3[CH2:19][CH2:18]3)[C:9]([C:10]([CH3:13])([CH3:12])[CH3:11])=[N:8][C:6]=2[CH:7]=1. Given the reactants [Br:1][C:2]1[CH:3]=[CH:4][C:5]([NH:15][CH2:16][CH:17]2[CH2:19][CH2:18]2)=[C:6]([NH:8][C:9](=O)[C:10]([CH3:13])([CH3:12])[CH3:11])[CH:7]=1, predict the reaction product. (3) The product is: [NH2:3][C:4]1[NH:9][C:8](=[O:10])[C:7]([C:11]([NH:13][CH2:14][CH:15]2[CH2:20][CH2:19][N:18]([CH2:23][CH3:24])[CH2:17][CH2:16]2)=[O:12])=[CH:6][C:5]=1[Cl:21]. Given the reactants Cl.Cl.[NH2:3][C:4]1[NH:9][C:8](=[O:10])[C:7]([C:11]([NH:13][CH2:14][CH:15]2[CH2:20][CH2:19][NH:18][CH2:17][CH2:16]2)=[O:12])=[CH:6][C:5]=1[Cl:21].I[CH2:23][CH3:24].C(=O)([O-])[O-].[K+].[K+], predict the reaction product. (4) Given the reactants Br[C:2]1[N:6]2[C:7]3[CH:14]=[C:13]([O:15][CH:16]([CH3:18])[CH3:17])[C:12]([O:19][CH3:20])=[CH:11][C:8]=3[O:9][CH2:10][C:5]2=[C:4]([C:21]([O:23][CH2:24][CH3:25])=[O:22])[N:3]=1.[S:26]1[CH:30]=[CH:29][C:28](B(O)O)=[CH:27]1.C([O-])([O-])=O.[K+].[K+], predict the reaction product. The product is: [CH:16]([O:15][C:13]1[C:12]([O:19][CH3:20])=[CH:11][C:8]2[O:9][CH2:10][C:5]3[N:6]([C:2]([C:28]4[CH:29]=[CH:30][S:26][CH:27]=4)=[N:3][C:4]=3[C:21]([O:23][CH2:24][CH3:25])=[O:22])[C:7]=2[CH:14]=1)([CH3:18])[CH3:17].